From a dataset of Forward reaction prediction with 1.9M reactions from USPTO patents (1976-2016). Predict the product of the given reaction. (1) Given the reactants C(OC(=O)[NH:7][C:8]1[CH:13]=[CH:12][C:11]([C:14]#[C:15][C:16]2[CH:21]=[CH:20][CH:19]=[CH:18][CH:17]=2)=[CH:10][C:9]=1[NH2:22])(C)(C)C.C(O[C:29](=[O:45])[CH2:30][C:31]([C:33]1[CH:38]=[CH:37][CH:36]=[C:35]([C:39]2[N:40]([CH3:44])[CH:41]=[CH:42][N:43]=2)[CH:34]=1)=O)(C)(C)C.[C:46](O)(C(F)(F)F)=O, predict the reaction product. The product is: [CH3:46][C:12]1[C:11]([C:14]#[C:15][C:16]2[CH:17]=[CH:18][CH:19]=[CH:20][CH:21]=2)=[CH:10][C:9]2[NH:22][C:29](=[O:45])[CH2:30][C:31]([C:33]3[CH:38]=[CH:37][CH:36]=[C:35]([C:39]4[N:40]([CH3:44])[CH:41]=[CH:42][N:43]=4)[CH:34]=3)=[N:7][C:8]=2[CH:13]=1. (2) Given the reactants F[C:2]1[CH:10]=[CH:9][C:5]([C:6]([OH:8])=[O:7])=[C:4]([N+:11]([O-:13])=[O:12])[CH:3]=1.S(=O)(=O)(O)O.C(OCC)(=O)C.[CH2:25]([OH:29])[CH2:26][CH2:27][CH3:28], predict the reaction product. The product is: [CH2:25]([O:29][C:2]1[CH:10]=[CH:9][C:5]([C:6]([OH:8])=[O:7])=[C:4]([N+:11]([O-:13])=[O:12])[CH:3]=1)[CH2:26][CH2:27][CH3:28].